From a dataset of NCI-60 drug combinations with 297,098 pairs across 59 cell lines. Regression. Given two drug SMILES strings and cell line genomic features, predict the synergy score measuring deviation from expected non-interaction effect. (1) Drug 1: CC1=C2C(C(=O)C3(C(CC4C(C3C(C(C2(C)C)(CC1OC(=O)C(C(C5=CC=CC=C5)NC(=O)OC(C)(C)C)O)O)OC(=O)C6=CC=CC=C6)(CO4)OC(=O)C)OC)C)OC. Drug 2: CC1CCC2CC(C(=CC=CC=CC(CC(C(=O)C(C(C(=CC(C(=O)CC(OC(=O)C3CCCCN3C(=O)C(=O)C1(O2)O)C(C)CC4CCC(C(C4)OC)OCCO)C)C)O)OC)C)C)C)OC. Cell line: RPMI-8226. Synergy scores: CSS=71.6, Synergy_ZIP=2.19, Synergy_Bliss=1.48, Synergy_Loewe=-3.53, Synergy_HSA=4.64. (2) Drug 1: CC1=C(C(=CC=C1)Cl)NC(=O)C2=CN=C(S2)NC3=CC(=NC(=N3)C)N4CCN(CC4)CCO. Drug 2: CN1C=C(C=N1)C2=C3N=C(C(=C(N3N=C2)N)Br)C4CCCNC4. Cell line: UACC62. Synergy scores: CSS=39.0, Synergy_ZIP=6.25, Synergy_Bliss=9.82, Synergy_Loewe=11.3, Synergy_HSA=12.7.